From a dataset of Experimentally validated miRNA-target interactions with 360,000+ pairs, plus equal number of negative samples. Binary Classification. Given a miRNA mature sequence and a target amino acid sequence, predict their likelihood of interaction. (1) The miRNA is hsa-miR-6764-5p with sequence UCCCAGGGUCUGGUCAGAGUUG. The protein sequence of the target gene is MLPPWTLGLLLLATVRGKEVCYGQLGCFSDEKPWAGTLQRPVKLLPWSPEDIDTRFLLYTNENPNNFQLITGTEPDTIEASNFQLDRKTRFIIHGFLDKAEDSWPSDMCKKMFEVEKVNCICVDWRHGSRAMYTQAVQNIRVVGAETAFLIQALSTQLGYSLEDVHVIGHSLGAHTAAEAGRRLGGRVGRITGLDPAGPCFQDEPEEVRLDPSDAVFVDVIHTDSSPIVPSLGFGMSQKVGHLDFFPNGGKEMPGCKKNVLSTITDIDGIWEGIGGFVSCNHLRSFEYYSSSVLNPDGFL.... Result: 0 (no interaction). (2) The miRNA is hsa-miR-4721 with sequence UGAGGGCUCCAGGUGACGGUGG. The protein sequence of the target gene is MARPGQRWLGKWLVAMVVWALCRLATPLAKNLEPVSWSSLNPKFLSGKGLVIYPKIGDKLDIICPRAEAGRPYEYYKLYLVRPEQAAACSTVLDPNVLVTCNRPEQEIRFTIKFQEFSPNYMGLEFKKHHDYYITSTSNGSLEGLENREGGVCRTRTMKIIMKVGQDPNAVTPEQLTTSRPSKEADNTVKMATQAPGSRGSLGDSDGKHETVNQEEKSGPGASGGSSGDPDGFFNSKVALFAAVGAGCVIFLLIIIFLTVLLLKLRKRHRKHTQQRAAALSLSTLASPKGGSGTAGTEPS.... Result: 1 (interaction). (3) The miRNA is hsa-miR-3925-3p with sequence ACUCCAGUUUUAGUUCUCUUG. The protein sequence of the target gene is MASFPPRVNEKEIVRLRTIGELLAPAAPFDKKCGRENWTVAFAPDGSYFAWSQGHRTVKLVPWSQCLQNFLLHGTKNVTNSSSLRLPRQNSDGGQKNKPREHIIDCGDIVWSLAFGSSVPEKQSRCVNIEWHRFRFGQDQLLLATGLNNGRIKIWDVYTGKLLLNLVDHTEVVRDLTFAPDGSLILVSASRDKTLRVWDLKDDGNMMKVLRGHQNWVYSCAFSPDSSMLCSVGASKAVFLWNMDKYTMIRKLEGHHHDVVACDFSPDGALLATASYDTRVYIWDPHNGDILMEFGHLFPP.... Result: 1 (interaction). (4) The miRNA is hsa-miR-4672 with sequence UUACACAGCUGGACAGAGGCA. The protein sequence of the target gene is MQLTHQLDLFPECRVTLLLFKDVKNAGDLRRKAMEGTIDGSLINPTVIVDPFQILVAANKAVHLYKLGKMKTRTLSTEIIFNLSPNNNISEALKKFGISANDTSILIVYIEEGEKQINQEYLISQVEGHQVSLKNLPEIMNITEVKKIYKLSSQEESIGTLLDAIICRMSTKDVL. Result: 0 (no interaction). (5) The miRNA is hsa-miR-4261 with sequence AGGAAACAGGGACCCA. The protein sequence of the target gene is MFWKLSLTLLLVAVLVKVAETRKNRPAGAIPSPYKDGSSNNSERWHHQIKEVLASSQEALVVTERKYLKSDWCKTQPLRQTVSEEGCRSRTILNRFCYGQCNSFYIPRHVKKEEDSFQSCAFCKPQRVTSVIVELECPGLDPPFRIKKIQKVKHCRCMSVNLSDSDKQ. Result: 0 (no interaction). (6) The miRNA is hsa-miR-302c-5p with sequence UUUAACAUGGGGGUACCUGCUG. The protein sequence of the target gene is MAGFKRGYDGKIAGLYDLDKTLGRGHFAVVKLARHVFTGEKVAVKVIDKTKLDTLATGHLFQEVRCMKLVQHPNIVRLYEVIDTQTKLYLILELGDGGDMFDYIMKHEEGLNEDLAKKYFAQIVHAISYCHKLHVVHRDLKPENVVFFEKQGLVKLTDFGFSNKFQPGKKLTTSCGSLAYSAPEILLGDEYDAPAVDIWSLGVILFMLVCGQPPFQEANDSETLTMIMDCKYTVPPRVSAGCRDLITRMLQRDPKRRASLEEIESHPWLQGVDPSPATKYNIPLVSYKNLSEEEHNSIIQ.... Result: 0 (no interaction).